From a dataset of Forward reaction prediction with 1.9M reactions from USPTO patents (1976-2016). Predict the product of the given reaction. (1) Given the reactants N1C2=NC=CC=C2C=N1.[C:10](Cl)(=[O:17])[C:11]1[CH:16]=[CH:15][CH:14]=[N:13][CH:12]=1.ClC1N=CC=CC=1C(Cl)=O.NN.[C:31]1([NH:37][NH2:38])[CH:36]=[CH:35][CH:34]=[CH:33][CH:32]=1, predict the reaction product. The product is: [C:31]1([N:37]2[C:12]3=[N:13][CH:14]=[CH:15][CH:16]=[C:11]3[C:10]([OH:17])=[N:38]2)[CH:36]=[CH:35][CH:34]=[CH:33][CH:32]=1. (2) The product is: [Cl:1][C:2]1[CH:3]=[CH:4][C:5]2[N:11]3[C:12]([C:15]([F:18])([F:17])[F:16])=[N:13][N:14]=[C:10]3[C@@H:9]([CH2:19][C:20]([OH:22])=[O:21])[O:8][C@H:7]([C:25]3[CH:30]=[CH:29][CH:28]=[C:27]([O:31][CH3:32])[C:26]=3[Cl:33])[C:6]=2[CH:34]=1. Given the reactants [Cl:1][C:2]1[CH:3]=[CH:4][C:5]2[N:11]3[C:12]([C:15]([F:18])([F:17])[F:16])=[N:13][N:14]=[C:10]3[C@@H:9]([CH2:19][C:20]([O:22]CC)=[O:21])[O:8][C@H:7]([C:25]3[CH:30]=[CH:29][CH:28]=[C:27]([O:31][CH3:32])[C:26]=3[Cl:33])[C:6]=2[CH:34]=1.Cl, predict the reaction product. (3) Given the reactants [C:1]([O:5][NH:6][C:7]([C@:9]1([CH3:38])[C@H:14]([NH:15][S:16]([C:19]2[CH:24]=[CH:23][C:22]([O:25][CH2:26][C:27]3[C:36]4[C:31](=[CH:32][CH:33]=[CH:34][CH:35]=4)[N:30]=[C:29]([CH3:37])[CH:28]=3)=[CH:21][CH:20]=2)(=[O:18])=[O:17])[CH2:13][CH2:12][NH:11][CH2:10]1)=[O:8])([CH3:4])([CH3:3])[CH3:2].C(N(CC)CC)C.[C:46](Cl)(=[O:48])[CH3:47], predict the reaction product. The product is: [C:46]([N:11]1[CH2:12][CH2:13][C@@H:14]([NH:15][S:16]([C:19]2[CH:20]=[CH:21][C:22]([O:25][CH2:26][C:27]3[C:36]4[C:31](=[CH:32][CH:33]=[CH:34][CH:35]=4)[N:30]=[C:29]([CH3:37])[CH:28]=3)=[CH:23][CH:24]=2)(=[O:18])=[O:17])[C@@:9]([CH3:38])([C:7]([NH:6][O:5][C:1]([CH3:4])([CH3:3])[CH3:2])=[O:8])[CH2:10]1)(=[O:48])[CH3:47]. (4) Given the reactants C([Li])CCC.Br[C:7]1[C:15]2[S:14][C:13]([O:16][CH:17]([CH3:19])[CH3:18])=[N:12][C:11]=2[C:10]([O:20][C:21]([CH3:24])([CH3:23])[CH3:22])=[CH:9][CH:8]=1.[Cl:25][CH2:26][C:27](N(OC)C)=[O:28], predict the reaction product. The product is: [C:21]([O:20][C:10]1[C:11]2[N:12]=[C:13]([O:16][CH:17]([CH3:19])[CH3:18])[S:14][C:15]=2[C:7]([C:27](=[O:28])[CH2:26][Cl:25])=[CH:8][CH:9]=1)([CH3:24])([CH3:23])[CH3:22]. (5) Given the reactants [C:1]1([C:7]2[CH:8]=[C:9]([C:14]3[N:19]=[C:18](C=O)[CH:17]=[CH:16][CH:15]=3)[CH:10]=[CH:11][C:12]=2[OH:13])[CH:6]=[CH:5][CH:4]=[CH:3][CH:2]=1.[S:22]1[CH2:28][C:26](=[O:27])[NH:25][C:23]1=S.[NH:29]1[CH2:34][CH2:33][O:32][CH2:31][CH2:30]1, predict the reaction product. The product is: [C:1]1([C:7]2[CH:8]=[C:9]([C:14]3[N:19]=[C:18]([CH:28]4[S:22][C:23]([N:29]5[CH2:34][CH2:33][O:32][CH2:31][CH2:30]5)=[N:25][C:26]4=[O:27])[CH:17]=[CH:16][CH:15]=3)[CH:10]=[CH:11][C:12]=2[OH:13])[CH:2]=[CH:3][CH:4]=[CH:5][CH:6]=1. (6) The product is: [OH:25][C:26]1[CH:27]=[CH:30][CH:31]=[CH:32][C:15]=1[CH2:14][NH:13][C:11]([NH:10][C:8]1[N:7]([C:19]2[CH:24]=[CH:23][CH:22]=[CH:21][CH:20]=2)[N:6]=[C:5]([C:1]([CH3:4])([CH3:3])[CH3:2])[CH:9]=1)=[O:12]. Given the reactants [C:1]([C:5]1[CH:9]=[C:8]([NH:10][C:11]([NH:13][CH2:14][C:15](Cl)(Cl)Cl)=[O:12])[N:7]([C:19]2[CH:24]=[CH:23][CH:22]=[CH:21][CH:20]=2)[N:6]=1)([CH3:4])([CH3:3])[CH3:2].[OH:25][C:26]1C=[CH:32][CH:31]=[CH:30][C:27]=1CN.C(N(C(C)C)CC)(C)C, predict the reaction product. (7) Given the reactants [H-].[Na+].CN(C=O)C.[OH:8][C:9]1[CH:10]=[C:11]([CH:17]=[C:18]([OH:21])[C:19]=1[I:20])[C:12]([O:14][CH2:15][CH3:16])=[O:13].I[CH2:23][CH3:24], predict the reaction product. The product is: [CH2:23]([O:8][C:9]1[CH:10]=[C:11]([CH:17]=[C:18]([OH:21])[C:19]=1[I:20])[C:12]([O:14][CH2:15][CH3:16])=[O:13])[CH3:24].